Dataset: Catalyst prediction with 721,799 reactions and 888 catalyst types from USPTO. Task: Predict which catalyst facilitates the given reaction. (1) Reactant: [CH3:1][O:2][C:3](=[O:20])[C@@H:4]1[CH2:8][C@@H:7]([OH:9])[CH2:6][N:5]1[C:10]([O:12][CH2:13][C:14]1[CH:19]=[CH:18][CH:17]=[CH:16][CH:15]=1)=[O:11].C(N(CC)CC)C.[C:28]1([CH3:38])[CH:33]=[CH:32][C:31]([S:34](Cl)(=[O:36])=[O:35])=[CH:30][CH:29]=1. Product: [CH3:1][O:2][C:3](=[O:20])[C@@H:4]1[CH2:8][C@@H:7]([O:9][S:34]([C:31]2[CH:32]=[CH:33][C:28]([CH3:38])=[CH:29][CH:30]=2)(=[O:36])=[O:35])[CH2:6][N:5]1[C:10]([O:12][CH2:13][C:14]1[CH:19]=[CH:18][CH:17]=[CH:16][CH:15]=1)=[O:11]. The catalyst class is: 112. (2) Reactant: [C:1]([O:5][C:6]([N:8]([CH2:10][CH2:11][OH:12])[CH3:9])=[O:7])([CH3:4])([CH3:3])[CH3:2].[CH3:13][O:14][C:15]([C:17]1[C:18](=[O:28])[O:19][C:20]2[C:25]([CH:26]=1)=[CH:24][CH:23]=[C:22](O)[CH:21]=2)=[O:16].C1(P(C2C=CC=CC=2)C2C=CC=CC=2)C=CC=CC=1.N(C(OCC)=O)=NC(OCC)=O. Product: [CH3:13][O:14][C:15]([C:17]1[C:18](=[O:28])[O:19][C:20]2[CH:21]=[C:22]([O:12][CH2:11][CH2:10][N:8]([C:6]([O:5][C:1]([CH3:4])([CH3:3])[CH3:2])=[O:7])[CH3:9])[CH:23]=[CH:24][C:25]=2[CH:26]=1)=[O:16]. The catalyst class is: 7. (3) The catalyst class is: 102. Reactant: [Cl:1][C:2]1[CH:7]=[CH:6][C:5](I)=[CH:4][N:3]=1.Cl.[NH:10]1[CH2:15][CH2:14][CH:13]([CH2:16][C:17]#[N:18])[CH2:12][CH2:11]1.C1(P(C2C=CC=CC=2)C2C3OC4C(=CC=CC=4P(C4C=CC=CC=4)C4C=CC=CC=4)C(C)(C)C=3C=CC=2)C=CC=CC=1.C(=O)([O-])[O-].[Cs+].[Cs+]. Product: [Cl:1][C:2]1[N:3]=[CH:4][C:5]([N:10]2[CH2:15][CH2:14][CH:13]([CH2:16][C:17]#[N:18])[CH2:12][CH2:11]2)=[CH:6][CH:7]=1. (4) Reactant: [CH2:1]([O:3][C:4](=[O:25])[CH2:5][CH2:6][CH2:7][O:8][C:9]1[CH:24]=[CH:23][C:12]([CH2:13][C@@H:14]([C:16]([O:18][C:19]([CH3:22])([CH3:21])[CH3:20])=[O:17])[NH2:15])=[CH:11][CH:10]=1)[CH3:2].[CH3:26][C:27]1[CH:32]=[CH:31][C:30]([N:33]=[C:34]=[S:35])=[C:29]([N+:36]([O-])=O)[CH:28]=1. Product: [NH2:36][C:29]1[CH:28]=[C:27]([CH3:26])[CH:32]=[CH:31][C:30]=1[NH:33][C:34](=[S:35])[NH:15][C@H:14]([C:16]([O:18][C:19]([CH3:21])([CH3:20])[CH3:22])=[O:17])[CH2:13][C:12]1[CH:11]=[CH:10][C:9]([O:8][CH2:7][CH2:6][CH2:5][C:4]([O:3][CH2:1][CH3:2])=[O:25])=[CH:24][CH:23]=1. The catalyst class is: 1. (5) Product: [Si:1]([O:8][CH2:9][CH:10]1[CH2:14][CH2:13][CH:12]([CH:15]([NH:20][CH3:19])[C:17]#[N:18])[CH2:11]1)([C:4]([CH3:7])([CH3:6])[CH3:5])([CH3:3])[CH3:2]. The catalyst class is: 72. Reactant: [Si:1]([O:8][CH2:9][CH:10]1[CH2:14][CH2:13][CH:12]([CH:15]=O)[CH2:11]1)([C:4]([CH3:7])([CH3:6])[CH3:5])([CH3:3])[CH3:2].[CH3:17][NH2:18].[C-:19]#[N:20].[K+]. (6) Reactant: [C:1]([OH:5])([CH3:4])([CH3:3])C.[C:6]([CH2:9][C:10](=[O:12])[CH3:11])(=[O:8])[CH3:7].Br[CH2:14][C:15]1[C:20]([F:21])=[C:19]([F:22])[C:18]([F:23])=[C:17]([CH2:24]Br)[C:16]=1[F:26].[I-].[K+].[CH2:29]([O:31]CC)[CH3:30]. Product: [F:26][C:16]1[C:15]([CH2:14][CH:9]([C:10](=[O:12])[CH3:11])[C:6](=[O:8])[CH3:7])=[C:20]([F:21])[C:19]([F:22])=[C:18]([F:23])[C:17]=1[CH2:24][CH:3]([C:29](=[O:31])[CH3:30])[C:1](=[O:5])[CH3:4]. The catalyst class is: 6.